Task: Regression/Classification. Given a drug SMILES string, predict its toxicity properties. Task type varies by dataset: regression for continuous values (e.g., LD50, hERG inhibition percentage) or binary classification for toxic/non-toxic outcomes (e.g., AMES mutagenicity, cardiotoxicity, hepatotoxicity). Dataset: ames.. Dataset: Ames mutagenicity test results for genotoxicity prediction (1) The compound is COc1ccc2c(c1)-c1nccc3cc(OC)c(O)c(c13)C2=O. The result is 1 (mutagenic). (2) The drug is CC(C)(Cl)Cl. The result is 0 (non-mutagenic). (3) The drug is O=Cc1ccc(O)cc1. The result is 0 (non-mutagenic). (4) The molecule is COc1ccc2c(c1OC)C(=O)O[C@@H]2[C@H]1c2cc3c(cc2CCN1C)OCO3. The result is 0 (non-mutagenic). (5) The drug is COc1ccc(Cc2nccc3cc(OC)c(OC)cc23)cc1OC. The result is 0 (non-mutagenic).